From a dataset of Forward reaction prediction with 1.9M reactions from USPTO patents (1976-2016). Predict the product of the given reaction. Given the reactants [CH3:1][O:2][C:3]([C:5]1[CH:13]=[C:12]2[C:8]([C:9]([CH:15]3[CH2:20][CH2:19][CH2:18][CH2:17][CH2:16]3)=[C:10](Br)[NH:11]2)=[CH:7][CH:6]=1)=[O:4].CC1(C)C(C)(C)OB([C:29]2[CH:30]=[CH:31][CH:32]=[C:33]3[C:37]=2[NH:36][CH:35]=[CH:34]3)O1, predict the reaction product. The product is: [CH3:1][O:2][C:3]([C:5]1[CH:13]=[C:12]2[C:8]([C:9]([CH:15]3[CH2:20][CH2:19][CH2:18][CH2:17][CH2:16]3)=[C:10]([C:29]3[CH:30]=[CH:31][CH:32]=[C:33]4[C:37]=3[NH:36][CH:35]=[CH:34]4)[NH:11]2)=[CH:7][CH:6]=1)=[O:4].